From a dataset of Reaction yield outcomes from USPTO patents with 853,638 reactions. Predict the reaction yield, written as a fraction of the theoretical maximum amount of product (1.0 means a 100% yield; for example, 0.34 means a 34% yield). (1) The reactants are [NH2:1][C:2]1[CH:16]=[CH:15][CH:14]=[CH:13][C:3]=1[C:4]([NH:6][C:7]1[CH:12]=[CH:11][CH:10]=[CH:9][CH:8]=1)=[O:5].[CH2:17](OC(OCC)(OCC)C)[CH3:18]. The catalyst is O. The product is [CH3:17][C:18]1[N:6]([C:7]2[CH:12]=[CH:11][CH:10]=[CH:9][CH:8]=2)[C:4](=[O:5])[C:3]2[C:2](=[CH:16][CH:15]=[CH:14][CH:13]=2)[N:1]=1. The yield is 0.820. (2) The reactants are [Br:1][C:2]1[CH:7]=[CH:6][C:5]([C@@H:8]([N:10]2[CH2:15][CH2:14][C@:13]([CH2:22]CC=O)([C:16]3[CH:21]=[CH:20][CH:19]=[CH:18][CH:17]=3)[O:12][C:11]2=[O:26])[CH3:9])=[CH:4][CH:3]=1.[O-]Cl=O.[Na+].[CH3:31][C:32]([OH:35])(C)C. The catalyst is CC(=CC)C.O. The product is [Br:1][C:2]1[CH:3]=[CH:4][C:5]([C@@H:8]([N:10]2[CH2:15][CH2:14][C@:13]([CH2:22][C:32](=[O:35])[CH3:31])([C:16]3[CH:21]=[CH:20][CH:19]=[CH:18][CH:17]=3)[O:12][C:11]2=[O:26])[CH3:9])=[CH:6][CH:7]=1. The yield is 0.830. (3) The reactants are [CH:1]([C:4]1[C:12]([C:13](=[O:16])[CH2:14][CH3:15])=[C:7]2[CH:8]=[CH:9][CH:10]=[CH:11][N:6]2[N:5]=1)([CH3:3])[CH3:2].[C:17]([O-:20])(=[O:19])[CH3:18].[K+].C(OCC)(=O)C.O. The catalyst is CN(C=O)C. The product is [C:17]([O:20][CH:14]([CH3:15])[C:13]([C:12]1[C:4]([CH:1]([CH3:3])[CH3:2])=[N:5][N:6]2[CH:11]=[CH:10][CH:9]=[CH:8][C:7]=12)=[O:16])(=[O:19])[CH3:18]. The yield is 0.860. (4) The product is [C:1]([O:5][C:6]([N:8]1[CH2:25][C@@H:24]([CH3:26])[N:11]2[C:12]3[CH:13]=[C:14]([C:20]([F:23])([F:22])[F:21])[C:15]([CH3:27])=[CH:16][C:17]=3[CH2:18][C@@H:10]2[CH2:9]1)=[O:7])([CH3:4])([CH3:3])[CH3:2]. The reactants are [C:1]([O:5][C:6]([N:8]1[CH2:25][C@@H:24]([CH3:26])[N:11]2[C:12]3[CH:13]=[C:14]([C:20]([F:23])([F:22])[F:21])[C:15](Br)=[CH:16][C:17]=3[CH2:18][C@@H:10]2[CH2:9]1)=[O:7])([CH3:4])([CH3:3])[CH3:2].[CH3:27]I.C[Li].O. The yield is 0.630. The catalyst is C(OC)(C)(C)C.C(OCC)C.